The task is: Predict which catalyst facilitates the given reaction.. This data is from Catalyst prediction with 721,799 reactions and 888 catalyst types from USPTO. (1) Reactant: [CH3:1][O:2][C:3](=[O:21])[C:4]([S:12]([C:15]1[CH:20]=[CH:19][CH:18]=[CH:17][CH:16]=1)(=[O:14])=[O:13])([CH:6]1[CH2:10][CH2:9][C:8](=O)[CH2:7]1)[CH3:5].Cl.[Cl:23][C:24]1[CH:29]=[CH:28][C:27]([NH:30]N)=[CH:26][CH:25]=1.C([O-])(O)=O.[Na+]. Product: [CH3:1][O:2][C:3](=[O:21])[C:4]([S:12]([C:15]1[CH:20]=[CH:19][CH:18]=[CH:17][CH:16]=1)(=[O:14])=[O:13])([CH:6]1[CH2:10][C:9]2[NH:30][C:27]3[CH:26]=[CH:25][C:24]([Cl:23])=[CH:29][C:28]=3[C:8]=2[CH2:7]1)[CH3:5]. The catalyst class is: 15. (2) Reactant: [CH2:1]([O:3][C:4]1[CH:20]=[CH:19][C:7]([C:8]([NH:10][C:11]2([C:14]([O:16]CC)=[O:15])[CH2:13][CH2:12]2)=[O:9])=[CH:6][CH:5]=1)[CH3:2].[OH-].[Li+]. Product: [CH2:1]([O:3][C:4]1[CH:5]=[CH:6][C:7]([C:8]([NH:10][C:11]2([C:14]([OH:16])=[O:15])[CH2:12][CH2:13]2)=[O:9])=[CH:19][CH:20]=1)[CH3:2]. The catalyst class is: 38. (3) The catalyst class is: 2. Reactant: [C:1]1([CH:7]([C:38]2[CH:43]=[CH:42][CH:41]=[CH:40][CH:39]=2)[N:8]2[CH:13]=[CH:12][CH:11]=[C:10]([C:14]([NH:16][C@@H:17]([CH2:25][CH2:26][CH2:27][NH:28][C:29](=S)[NH:30][C:31]([O:33][CH2:34][CH3:35])=[O:32])[C:18]([O:20][C:21]([CH3:24])([CH3:23])[CH3:22])=[O:19])=[O:15])[C:9]2=[O:37])[CH:6]=[CH:5][CH:4]=[CH:3][CH:2]=1.CC[N:46]=C=NCCCN(C)C.CCN(C(C)C)C(C)C. Product: [C:1]1([CH:7]([C:38]2[CH:43]=[CH:42][CH:41]=[CH:40][CH:39]=2)[N:8]2[CH:13]=[CH:12][CH:11]=[C:10]([C:14]([NH:16][C@@H:17]([CH2:25][CH2:26][CH2:27][NH:28][C:29]([NH:30][C:31]([O:33][CH2:34][CH3:35])=[O:32])=[NH:46])[C:18]([O:20][C:21]([CH3:24])([CH3:23])[CH3:22])=[O:19])=[O:15])[C:9]2=[O:37])[CH:6]=[CH:5][CH:4]=[CH:3][CH:2]=1. (4) Reactant: [NH:1]1[CH2:6][CH2:5][CH:4]([C:7]2[CH:12]=[CH:11][C:10]([NH:13][C:14]3[N:19]=[C:18]([CH2:20][CH2:21][C:22]4[C:27]([CH2:28][C:29]([NH2:31])=[O:30])=[CH:26][N:25]=[CH:24][N:23]=4)[C:17]([C:32]([F:35])([F:34])[F:33])=[CH:16][N:15]=3)=[CH:9][CH:8]=2)[CH2:3][CH2:2]1.C=O.[C:38](O[BH-](OC(=O)C)OC(=O)C)(=O)C.[Na+]. Product: [CH3:38][N:1]1[CH2:2][CH2:3][CH:4]([C:7]2[CH:12]=[CH:11][C:10]([NH:13][C:14]3[N:19]=[C:18]([CH2:20][CH2:21][C:22]4[C:27]([CH2:28][C:29]([NH2:31])=[O:30])=[CH:26][N:25]=[CH:24][N:23]=4)[C:17]([C:32]([F:35])([F:33])[F:34])=[CH:16][N:15]=3)=[CH:9][CH:8]=2)[CH2:5][CH2:6]1. The catalyst class is: 100. (5) Reactant: [CH3:1][C:2]1[C:6]2[CH:7]=[CH:8][C:9]([C:11]([F:14])([F:13])[F:12])=[CH:10][C:5]=2[S:4][C:3]=1[C:15](=[O:18])[CH:16]=[CH2:17].[CH3:19][OH:20].CC#N. Product: [CH3:19][O:20][CH2:17][CH2:16][C:15]([C:3]1[S:4][C:5]2[CH:10]=[C:9]([C:11]([F:14])([F:12])[F:13])[CH:8]=[CH:7][C:6]=2[C:2]=1[CH3:1])=[O:18]. The catalyst class is: 707. (6) Reactant: [CH2:1]([O:3][C:4]([N:6]1[CH2:11][CH2:10][NH:9][CH2:8][CH2:7]1)=[O:5])[CH3:2].C(N(CC)CC)C.[Cl:19][CH2:20][C:21](Cl)=[O:22]. Product: [CH2:1]([O:3][C:4]([N:6]1[CH2:7][CH2:8][N:9]([C:21]([CH2:20][Cl:19])=[O:22])[CH2:10][CH2:11]1)=[O:5])[CH3:2]. The catalyst class is: 2. (7) Reactant: [CH3:1][C:2]1[O:7][C:6]([CH3:9])([CH3:8])[C:5]2[C:10]([O:14][C:15]3[CH:20]=[CH:19][C:18]([N+:21]([O-])=O)=[CH:17][N:16]=3)=[CH:11][CH:12]=[CH:13][C:4]=2[N:3]=1. Product: [CH3:1][C:2]1[O:7][C:6]([CH3:8])([CH3:9])[C:5]2[C:10]([O:14][C:15]3[N:16]=[CH:17][C:18]([NH2:21])=[CH:19][CH:20]=3)=[CH:11][CH:12]=[CH:13][C:4]=2[N:3]=1. The catalyst class is: 14. (8) Reactant: [F:1][C:2]1[CH:7]=[CH:6][C:5]([C:8](=[O:11])[CH2:9][CH3:10])=[CH:4][CH:3]=1.[CH2:12]([Mg]Br)[CH3:13]. Product: [F:1][C:2]1[CH:3]=[CH:4][C:5]([C:8]([OH:11])([CH2:12][CH3:13])[CH2:9][CH3:10])=[CH:6][CH:7]=1. The catalyst class is: 28. (9) Reactant: [NH2:1][C@H:2]1[C:11]2[C:6](=[CH:7][CH:8]=[CH:9][CH:10]=2)[N:5]([C:12](=[O:14])[CH3:13])[C@@H:4]([CH3:15])[C@@H:3]1[CH3:16].CN(C1C(C2C(P(C3CCCCC3)C3CCCCC3)=CC=CC=2)=CC=CC=1)C.CC(C)([O-])C.[Na+].Br[C:52]1[CH:57]=[CH:56][C:55]([O:58][CH3:59])=[CH:54][CH:53]=1. Product: [CH3:59][O:58][C:55]1[CH:56]=[CH:57][C:52]([NH:1][C@H:2]2[C:11]3[C:6](=[CH:7][CH:8]=[CH:9][CH:10]=3)[N:5]([C:12](=[O:14])[CH3:13])[C@@H:4]([CH3:15])[C@@H:3]2[CH3:16])=[CH:53][CH:54]=1. The catalyst class is: 62. (10) Reactant: Br[C:2]1[C:11]2[C:6](=[CH:7][CH:8]=[CH:9][CH:10]=2)[C:5](=[O:12])[O:4][C:3]=1[CH:13]([OH:15])[CH3:14].CC1(C)C(C)(C)OB([C:24]2[CH2:29][CH2:28][N:27]([C:30]([O:32][C:33]([CH3:36])([CH3:35])[CH3:34])=[O:31])[CH2:26][CH:25]=2)O1.C([O-])([O-])=O.[Cs+].[Cs+]. Product: [OH:15][CH:13]([C:3]1[O:4][C:5](=[O:12])[C:6]2[C:11]([C:2]=1[C:24]1[CH2:29][CH2:28][N:27]([C:30]([O:32][C:33]([CH3:36])([CH3:35])[CH3:34])=[O:31])[CH2:26][CH:25]=1)=[CH:10][CH:9]=[CH:8][CH:7]=2)[CH3:14]. The catalyst class is: 73.